This data is from NCI-60 drug combinations with 297,098 pairs across 59 cell lines. The task is: Regression. Given two drug SMILES strings and cell line genomic features, predict the synergy score measuring deviation from expected non-interaction effect. Drug 1: C1=C(C(=O)NC(=O)N1)N(CCCl)CCCl. Drug 2: C1=NC2=C(N1)C(=S)N=C(N2)N. Cell line: NCI-H522. Synergy scores: CSS=25.1, Synergy_ZIP=-10.2, Synergy_Bliss=-4.32, Synergy_Loewe=-1.75, Synergy_HSA=0.394.